From a dataset of Forward reaction prediction with 1.9M reactions from USPTO patents (1976-2016). Predict the product of the given reaction. (1) Given the reactants [NH2:1][C:2]1[CH:7]=[CH:6][C:5]([CH2:8][S:9]([N:12]([CH3:14])[CH3:13])(=[O:11])=[O:10])=[CH:4][CH:3]=1.[N:15]([O-])=O.[Na+].[ClH:19], predict the reaction product. The product is: [ClH:19].[NH:1]([C:2]1[CH:7]=[CH:6][C:5]([CH2:8][S:9]([N:12]([CH3:14])[CH3:13])(=[O:11])=[O:10])=[CH:4][CH:3]=1)[NH2:15]. (2) Given the reactants Cl[C:2]([O:4][CH2:5][CH3:6])=O.C[O:8]C1C=C(C=CC=1)C=CC(O)=O.C(N(CC)CC)C.[N-]=[N+]=[N-].[Na+].C1(CC2C=CC=CC=2)C=CC=CC=1.C([N:48]([CH2:53][CH2:54][CH2:55]C)[CH2:49][CH2:50][CH2:51][CH3:52])CCC, predict the reaction product. The product is: [CH3:2][O:4][C:5]1[CH:6]=[C:55]2[C:50](=[CH:51][CH:52]=1)[C:49](=[O:8])[NH:48][CH:53]=[CH:54]2. (3) Given the reactants [Cl:1][C:2]1[CH:12]=[C:11]([F:13])[CH:10]=[CH:9][C:3]=1[C:4]([N:6]=[C:7]=[O:8])=[O:5].[CH3:14][O:15][C:16]1[CH:21]=[C:20]([C:22]2[NH:26][C:25]([CH3:27])=[N:24][N:23]=2)[CH:19]=[CH:18][C:17]=1[NH2:28], predict the reaction product. The product is: [Cl:1][C:2]1[CH:12]=[C:11]([F:13])[CH:10]=[CH:9][C:3]=1[C:4]([NH:6][C:7]([NH:28][C:17]1[CH:18]=[CH:19][C:20]([C:22]2[NH:26][C:25]([CH3:27])=[N:24][N:23]=2)=[CH:21][C:16]=1[O:15][CH3:14])=[O:8])=[O:5]. (4) Given the reactants [Cl:1][C:2]1[CH:21]=[CH:20][C:5]2[O:6][C:7]3[CH:19]=[CH:18][CH:17]=[CH:16][C:8]=3[C@@H:9]3[C@H:14]([NH2:15])[CH2:13][CH2:12][CH2:11][N:10]3[C:4]=2[CH:3]=1.[CH:22](OCC)=[O:23], predict the reaction product. The product is: [Cl:1][C:2]1[CH:21]=[CH:20][C:5]2[O:6][C:7]3[CH:19]=[CH:18][CH:17]=[CH:16][C:8]=3[C@@H:9]3[C@H:14]([NH:15][CH:22]=[O:23])[CH2:13][CH2:12][CH2:11][N:10]3[C:4]=2[CH:3]=1.